This data is from Forward reaction prediction with 1.9M reactions from USPTO patents (1976-2016). The task is: Predict the product of the given reaction. (1) The product is: [SH:11][C@H:12]1[C:20]2[C:15](=[CH:16][CH:17]=[CH:18][CH:19]=2)[C@H:14]([N:21]2[C:29](=[O:30])[C:28]3[C:23](=[CH:24][CH:25]=[CH:26][CH:27]=3)[C:22]2=[O:31])[CH2:13]1. Given the reactants [N+](C1C=CC=CC=1S[S:11][C@H:12]1[C:20]2[C:15](=[CH:16][CH:17]=[CH:18][CH:19]=2)[C@H:14]([N:21]2[C:29](=[O:30])[C:28]3[C:23](=[CH:24][CH:25]=[CH:26][CH:27]=3)[C:22]2=[O:31])[CH2:13]1)([O-])=O.C(=O)([O-])[O-].[K+].[K+].SC[C@H]([C@@H](CS)O)O.OP([O-])(O)=O.[K+], predict the reaction product. (2) Given the reactants C(O)(C(F)(F)F)=O.C(OC([N:15]1[CH2:20][CH2:19][N:18]([CH:21]2[CH2:26][CH2:25][CH2:24][N:23]([CH2:27][C:28]3[CH:33]=[CH:32][CH:31]=[CH:30][CH:29]=3)[CH2:22]2)[CH2:17][CH2:16]1)=O)(C)(C)C, predict the reaction product. The product is: [CH2:27]([N:23]1[CH2:24][CH2:25][CH2:26][CH:21]([N:18]2[CH2:19][CH2:20][NH:15][CH2:16][CH2:17]2)[CH2:22]1)[C:28]1[CH:29]=[CH:30][CH:31]=[CH:32][CH:33]=1.